Dataset: Cav3 T-type calcium channel HTS with 100,875 compounds. Task: Binary Classification. Given a drug SMILES string, predict its activity (active/inactive) in a high-throughput screening assay against a specified biological target. (1) The compound is O=c1n2CCCCCc2nc2c1cccc2. The result is 0 (inactive). (2) The molecule is S(=O)(=O)(N1CCN(CC1)c1c(ccc(c1)C)C)c1cc2[nH]c(=O)c(=O)[nH]c2cc1. The result is 0 (inactive). (3) The molecule is O1C2(CCCCC2)C(NC2CC2)=CC1=O. The result is 0 (inactive). (4) The compound is O(C(=O)C1N(CCC1)C(=O)CNC(=O)CNC(OCc1ccccc1)=O)Cc1ccccc1. The result is 0 (inactive). (5) The drug is O1c2c(OC1)ccc(c2)C(=O)Nc1ccc(NC(=O)c2occc2)cc1. The result is 0 (inactive).